From a dataset of Full USPTO retrosynthesis dataset with 1.9M reactions from patents (1976-2016). Predict the reactants needed to synthesize the given product. (1) Given the product [CH:31]1([C:27]2[CH:28]=[C:29]([CH3:30])[C:24]([N:21]3[CH2:20][CH2:19][N:18]([C:16]([C:13]4[CH:14]=[CH:15][C:10]([N:7]5[C@H:3]([CH2:2][OH:1])[CH2:4][CH2:5][C:6]5=[O:8])=[CH:11][C:12]=4[F:34])=[O:17])[CH2:23][CH2:22]3)=[N:25][CH:26]=2)[CH2:32][CH2:33]1, predict the reactants needed to synthesize it. The reactants are: [OH:1][CH2:2][C@H:3]1[NH:7][C:6](=[O:8])[CH2:5][CH2:4]1.Br[C:10]1[CH:15]=[CH:14][C:13]([C:16]([N:18]2[CH2:23][CH2:22][N:21]([C:24]3[C:29]([CH3:30])=[CH:28][C:27]([CH:31]4[CH2:33][CH2:32]4)=[CH:26][N:25]=3)[CH2:20][CH2:19]2)=[O:17])=[C:12]([F:34])[CH:11]=1. (2) Given the product [CH2:1]([C:3]1[N:13]([CH2:14][C:15]2[CH:20]=[CH:19][C:18]([C:21]#[C:22][CH2:23][N:25]3[CH2:29][CH2:28][CH2:27][CH2:26]3)=[CH:17][CH:16]=2)[C:6]2=[N:7][C:8]([CH3:12])=[CH:9][C:10]([CH3:11])=[C:5]2[N:4]=1)[CH3:2], predict the reactants needed to synthesize it. The reactants are: [CH2:1]([C:3]1[N:13]([CH2:14][C:15]2[CH:20]=[CH:19][C:18]([CH2:21][C:22]#[C:23]O)=[CH:17][CH:16]=2)[C:6]2=[N:7][C:8]([CH3:12])=[CH:9][C:10]([CH3:11])=[C:5]2[N:4]=1)[CH3:2].[NH:25]1[CH2:29][CH2:28][CH2:27][CH2:26]1. (3) Given the product [ClH:27].[O:16]=[C:15]1[N:11]([C:7]2[CH:6]=[C:5]([CH2:4][NH:3][S:24]([CH3:23])(=[O:26])=[O:25])[CH:10]=[CH:9][N:8]=2)[NH:12][CH:13]=[C:14]1[C:17]1[CH:18]=[N:19][CH:20]=[CH:21][CH:22]=1, predict the reactants needed to synthesize it. The reactants are: Cl.Cl.[NH2:3][CH2:4][C:5]1[CH:10]=[CH:9][N:8]=[C:7]([N:11]2[C:15](=[O:16])[C:14]([C:17]3[CH:18]=[N:19][CH:20]=[CH:21][CH:22]=3)=[CH:13][NH:12]2)[CH:6]=1.[CH3:23][S:24]([Cl:27])(=[O:26])=[O:25].C(N(CC)C(C)C)(C)C.